Task: Predict which catalyst facilitates the given reaction.. Dataset: Catalyst prediction with 721,799 reactions and 888 catalyst types from USPTO (1) Reactant: Br[C:2]1[CH:3]=[C:4]([CH2:10][N:11]([C:16]2[CH:21]=[CH:20][C:19]([O:22][C:23]3[CH:28]=[CH:27][C:26]([CH3:29])=[CH:25][CH:24]=3)=[CH:18][CH:17]=2)[S:12]([CH3:15])(=[O:14])=[O:13])[C:5]([O:8][CH3:9])=[N:6][CH:7]=1.[C:30]1(B(O)O)[CH:35]=[CH:34][CH:33]=[CH:32][CH:31]=1.C([O-])([O-])=O.[Na+].[Na+]. Product: [CH3:9][O:8][C:5]1[C:4]([CH2:10][N:11]([C:16]2[CH:21]=[CH:20][C:19]([O:22][C:23]3[CH:28]=[CH:27][C:26]([CH3:29])=[CH:25][CH:24]=3)=[CH:18][CH:17]=2)[S:12]([CH3:15])(=[O:14])=[O:13])=[CH:3][C:2]([C:30]2[CH:35]=[CH:34][CH:33]=[CH:32][CH:31]=2)=[CH:7][N:6]=1. The catalyst class is: 38. (2) Reactant: [OH:1]/[N:2]=[CH:3]/[C:4]1[CH:5]=[C:6]2[C:10](=[CH:11][CH:12]=1)[N:9]([C:13]([O:15][C:16]([CH3:19])([CH3:18])[CH3:17])=[O:14])[CH2:8][CH2:7]2.ClN1C(=O)CCC1=O.[Cl:28][C:29]1[CH:34]=[C:33]([C:35]([C:37]([F:40])([F:39])[F:38])=[CH2:36])[CH:32]=[C:31]([Cl:41])[CH:30]=1.[K]. Product: [Cl:28][C:29]1[CH:34]=[C:33]([C:35]2([C:37]([F:40])([F:38])[F:39])[O:1][N:2]=[C:3]([C:4]3[CH:5]=[C:6]4[C:10](=[CH:11][CH:12]=3)[N:9]([C:13]([O:15][C:16]([CH3:19])([CH3:18])[CH3:17])=[O:14])[CH2:8][CH2:7]4)[CH2:36]2)[CH:32]=[C:31]([Cl:41])[CH:30]=1. The catalyst class is: 288. (3) Reactant: [OH:1][CH:2]1[CH2:6][CH:5]([CH2:7][CH2:8][C@@H:9]2[N:14]([S:15]([C:18]3[CH:23]=[CH:22][CH:21]=[CH:20][CH:19]=3)(=[O:17])=[O:16])[CH2:13][CH2:12][N:11]([C:24]([O:26][CH2:27][C:28]3[CH:33]=[CH:32][CH:31]=[CH:30][CH:29]=3)=[O:25])[CH2:10]2)[CH:4]([NH:34]C(OCC[Si](C)(C)C)=O)[CH2:3]1.CCCC[N+](CCCC)(CCCC)CCCC.[F-]. Product: [NH2:34][CH:4]1[CH2:3][CH:2]([OH:1])[CH2:6][CH:5]1[CH2:7][CH2:8][C@@H:9]1[N:14]([S:15]([C:18]2[CH:23]=[CH:22][CH:21]=[CH:20][CH:19]=2)(=[O:17])=[O:16])[CH2:13][CH2:12][N:11]([C:24]([O:26][CH2:27][C:28]2[CH:29]=[CH:30][CH:31]=[CH:32][CH:33]=2)=[O:25])[CH2:10]1. The catalyst class is: 1. (4) Product: [N:1]1([NH:7][C:8]([C:10]2[CH:25]=[CH:24][C:13]3[O:14][C:15]4[CH:23]=[CH:22][CH:21]=[CH:20][C:16]=4[C:17]([CH:33]4[CH2:38][CH2:37][CH2:36][CH2:35][CH2:34]4)=[N:18][C:12]=3[CH:11]=2)=[O:9])[CH2:6][CH2:5][CH2:4][CH2:3][CH2:2]1. Reactant: [N:1]1([NH:7][C:8]([C:10]2[CH:25]=[CH:24][C:13]3[O:14][C:15]4[CH:23]=[CH:22][CH:21]=[CH:20][C:16]=4[C:17](Cl)=[N:18][C:12]=3[CH:11]=2)=[O:9])[CH2:6][CH2:5][CH2:4][CH2:3][CH2:2]1.CN1C(=O)CCC1.[CH:33]1([Mg]Cl)[CH2:38][CH2:37][CH2:36][CH2:35][CH2:34]1.[NH4+].[Cl-]. The catalyst class is: 49. (5) Reactant: [CH3:1][C:2]1[O:3][C:4]2[CH:13]=[C:12]([O:14][C:15]3[CH:20]=[CH:19][N:18]=[C:17]4[CH:21]=[CH:22][S:23][C:16]=34)[CH:11]=[CH:10][C:5]=2[C:6]=1[C:7]([OH:9])=O.[N:24]1([C:30]2[N:35]=[CH:34][C:33]([NH2:36])=[CH:32][CH:31]=2)[CH2:29][CH2:28][O:27][CH2:26][CH2:25]1.CN(C(ON1N=NC2C=CC=NC1=2)=[N+](C)C)C.F[P-](F)(F)(F)(F)F.C(N(C(C)C)CC)(C)C.C([O-])(O)=O.[Na+]. Product: [N:24]1([C:30]2[N:35]=[CH:34][C:33]([NH:36][C:7]([C:6]3[C:5]4[CH:10]=[CH:11][C:12]([O:14][C:15]5[CH:20]=[CH:19][N:18]=[C:17]6[CH:21]=[CH:22][S:23][C:16]=56)=[CH:13][C:4]=4[O:3][C:2]=3[CH3:1])=[O:9])=[CH:32][CH:31]=2)[CH2:29][CH2:28][O:27][CH2:26][CH2:25]1. The catalyst class is: 3.